Dataset: Volume of distribution at steady state (VDss) regression data from Lombardo et al.. Task: Regression/Classification. Given a drug SMILES string, predict its absorption, distribution, metabolism, or excretion properties. Task type varies by dataset: regression for continuous measurements (e.g., permeability, clearance, half-life) or binary classification for categorical outcomes (e.g., BBB penetration, CYP inhibition). For this dataset (vdss_lombardo), we predict log10(VDss) (log10 of volume of distribution in L/kg). (1) The log10(VDss) is -0.230. The drug is CS(=O)(=O)OCC(O)C(O)COS(C)(=O)=O. (2) The drug is C[NH+]1CCN2c3ncccc3Cc3ccccc3C2C1. The log10(VDss) is 0.620. (3) The log10(VDss) is -0.210. The drug is CC(C(O)(Cn1cncn1)c1ccc(F)cc1F)S(C)(=O)=O. (4) The compound is CC(=O)OC1CC2(C)C(CC(O)C3C4(C)CCC(O)C(C)C4CCC32C)/C1=C(\CCC=C(C)C)C(=O)[O-]. The log10(VDss) is -0.640. (5) The molecule is Nc1nc(N[NH+]=CC2CCCCC2)nc2c1ncn2C1OC(CO)C(O)C1O. The log10(VDss) is -0.400. (6) The drug is CCOC(=O)C1(c2ccccc2)CCC=CC1[NH2+]C. The log10(VDss) is 0.400. (7) The molecule is N=C(N)Nc1nc(CSCCC(=N)NS(N)(=O)=O)cs1. The log10(VDss) is 0.0800. (8) The compound is CC1CCC2C(C)C(OC(=O)CCC(=O)O)OC3OC4(C)CCC1C32OO4. The log10(VDss) is 1.18. (9) The drug is COCC(=O)Nc1c(I)c(C(=O)NCC(O)CO)c(I)c(C(=O)N(C)CC(O)CO)c1I. The log10(VDss) is -0.660.